This data is from Full USPTO retrosynthesis dataset with 1.9M reactions from patents (1976-2016). The task is: Predict the reactants needed to synthesize the given product. (1) Given the product [CH2:16]([O:18][C:19]1[CH:20]=[C:21]([CH:22]2[C:8]([C:9]3[CH:14]=[CH:13][N:12]=[CH:11][CH:10]=3)=[C:7]([C:1]3[CH:6]=[CH:5][CH:4]=[CH:3][CH:2]=3)[NH:34][C:32](=[O:33])[NH:31]2)[CH:24]=[C:25]([N+:28]([O-:30])=[O:29])[C:26]=1[OH:27])[CH3:17], predict the reactants needed to synthesize it. The reactants are: [C:1]1([C:7](=O)[CH2:8][C:9]2[CH:14]=[CH:13][N:12]=[CH:11][CH:10]=2)[CH:6]=[CH:5][CH:4]=[CH:3][CH:2]=1.[CH2:16]([O:18][C:19]1[CH:20]=[C:21]([CH:24]=[C:25]([N+:28]([O-:30])=[O:29])[C:26]=1[OH:27])[CH:22]=O)[CH3:17].[NH2:31][C:32]([NH2:34])=[O:33].Cl. (2) Given the product [OH:8][CH2:9][N:10]1[C:25](=[O:26])[C:24]2[C:23]3[C:22]4[C:17](=[CH:18][CH:19]=[CH:20][CH:21]=4)[NH:16][C:15]=3[C:14]3[N:27]([C@@H:34]4[O:51][C@H:50]([CH2:52][O:53][C:54](=[O:56])[CH3:55])[C@@H:45]([O:46][C:47](=[O:49])[CH3:48])[C@H:40]([O:41][C:42](=[O:44])[CH3:43])[C@H:35]4[O:36][C:37](=[O:39])[CH3:38])[C:28]4[N:33]=[CH:32][CH:31]=[CH:30][C:29]=4[C:13]=3[C:12]=2[C:11]1=[O:57], predict the reactants needed to synthesize it. The reactants are: C([O:8][CH2:9][N:10]1[C:25](=[O:26])[C:24]2[C:23]3[C:22]4[C:17](=[CH:18][CH:19]=[CH:20][CH:21]=4)[NH:16][C:15]=3[C:14]3[N:27]([C@@H:34]4[O:51][C@H:50]([CH2:52][O:53][C:54](=[O:56])[CH3:55])[C@@H:45]([O:46][C:47](=[O:49])[CH3:48])[C@H:40]([O:41][C:42](=[O:44])[CH3:43])[C@H:35]4[O:36][C:37](=[O:39])[CH3:38])[C:28]4[N:33]=[CH:32][CH:31]=[CH:30][C:29]=4[C:13]=3[C:12]=2[C:11]1=[O:57])C1C=CC=CC=1.